Dataset: Reaction yield outcomes from USPTO patents with 853,638 reactions. Task: Predict the reaction yield, written as a fraction of the theoretical maximum amount of product (1.0 means a 100% yield; for example, 0.34 means a 34% yield). The reactants are [N+:1]([C:4]1[CH:9]=[CH:8][CH:7]=[CH:6][C:5]=1[C:10]1[NH:11][CH:12]=[C:13]([C:15]([F:18])([F:17])[F:16])[N:14]=1)([O-])=O. The catalyst is CO.[Pd]. The product is [F:18][C:15]([F:16])([F:17])[C:13]1[N:14]=[C:10]([C:5]2[CH:6]=[CH:7][CH:8]=[CH:9][C:4]=2[NH2:1])[NH:11][CH:12]=1. The yield is 0.940.